From a dataset of Peptide-MHC class II binding affinity with 134,281 pairs from IEDB. Regression. Given a peptide amino acid sequence and an MHC pseudo amino acid sequence, predict their binding affinity value. This is MHC class II binding data. (1) The peptide sequence is CTNAKVTAKGVSEAN. The MHC is DRB1_1201 with pseudo-sequence DRB1_1201. The binding affinity (normalized) is 0.0635. (2) The peptide sequence is INEPTAKAIAYGLDR. The MHC is HLA-DQA10102-DQB10602 with pseudo-sequence HLA-DQA10102-DQB10602. The binding affinity (normalized) is 0.205. (3) The peptide sequence is SGLVWGQKYFKGNFQ. The MHC is HLA-DQA10104-DQB10503 with pseudo-sequence HLA-DQA10104-DQB10503. The binding affinity (normalized) is 0.0348. (4) The peptide sequence is VASLLTTAEVVVTEI. The MHC is DRB1_0802 with pseudo-sequence DRB1_0802. The binding affinity (normalized) is 0.